From a dataset of Forward reaction prediction with 1.9M reactions from USPTO patents (1976-2016). Predict the product of the given reaction. (1) Given the reactants Cl.[CH3:2][O:3][C:4](=[O:18])[C@H:5]([CH2:7][C:8]1[C:16]2[C:11](=[CH:12][C:13]([F:17])=[CH:14][CH:15]=2)[NH:10][CH:9]=1)[NH2:6].N, predict the reaction product. The product is: [CH3:2][O:3][C:4](=[O:18])[C@H:5]([CH2:7][C:8]1[C:16]2[C:11](=[CH:12][C:13]([F:17])=[CH:14][CH:15]=2)[NH:10][CH:9]=1)[NH2:6]. (2) Given the reactants [NH2:1][CH2:2][C@H:3]1[CH2:7][N:6]([CH2:8][CH2:9][C:10]2[C:19]3[C:14](=[CH:15][CH:16]=[C:17]([O:20][CH3:21])[N:18]=3)[N:13]=[CH:12][CH:11]=2)[CH2:5][C@H:4]1[OH:22].[O:23]1[C:32]2[CH:31]=[C:30]([CH:33]=O)[N:29]=[CH:28][C:27]=2[O:26][CH2:25][CH2:24]1.[BH-](OC(C)=O)(OC(C)=O)OC(C)=O.[Na+], predict the reaction product. The product is: [O:23]1[C:32]2[CH:31]=[C:30]([CH2:33][NH:1][CH2:2][C@H:3]3[CH2:7][N:6]([CH2:8][CH2:9][C:10]4[C:19]5[C:14](=[CH:15][CH:16]=[C:17]([O:20][CH3:21])[N:18]=5)[N:13]=[CH:12][CH:11]=4)[CH2:5][C@H:4]3[OH:22])[N:29]=[CH:28][C:27]=2[O:26][CH2:25][CH2:24]1.